This data is from Forward reaction prediction with 1.9M reactions from USPTO patents (1976-2016). The task is: Predict the product of the given reaction. (1) Given the reactants [NH2:1][CH:2]([CH2:6][C:7]([F:10])([F:9])[F:8])[C:3]([OH:5])=[O:4].[OH-].[Na+].[C:13](O[C:13]([O:15][C:16]([CH3:19])([CH3:18])[CH3:17])=[O:14])([O:15][C:16]([CH3:19])([CH3:18])[CH3:17])=[O:14], predict the reaction product. The product is: [CH3:17][C:16]([O:15][C:13]([NH:1][CH:2]([CH2:6][C:7]([F:10])([F:9])[F:8])[C:3]([OH:5])=[O:4])=[O:14])([CH3:19])[CH3:18]. (2) The product is: [CH3:21][C:16]1[CH:17]=[C:18]2[C:13](=[CH:14][CH:15]=1)[C:12](=[O:23])[C@H:11]1[C@@H:19]2[CH2:20][NH:8][CH2:9][CH2:10]1. Given the reactants C([N:8]1[CH2:20][C@H:19]2[C@H:11]([C:12](=[O:23])[C:13]3[C:18]2=[CH:17][C:16]([CH3:21])=[CH:15][C:14]=3Br)[CH2:10][CH2:9]1)C1C=CC=CC=1, predict the reaction product. (3) Given the reactants [NH2:1][C:2]1[CH:3]=[C:4]([S:10](F)(=[O:12])=[O:11])[CH:5]=[CH:6][C:7]=1[O:8][CH3:9].CC[N:16]([CH:20]([CH3:22])C)[CH:17]([CH3:19])C.N1CCCC1, predict the reaction product. The product is: [CH3:9][O:8][C:7]1[CH:6]=[CH:5][C:4]([S:10]([N:16]2[CH2:17][CH2:19][CH2:22][CH2:20]2)(=[O:12])=[O:11])=[CH:3][C:2]=1[NH2:1]. (4) Given the reactants O1CCCC1.[H-].[Na+].[Cl:8][C:9]1[N:10]=[N:11][C:12](Cl)=[CH:13][CH:14]=1.[F:16][CH2:17][CH2:18][OH:19], predict the reaction product. The product is: [F:16][CH2:17][CH2:18][O:19][C:12]1[N:11]=[N:10][C:9]([Cl:8])=[CH:14][CH:13]=1. (5) Given the reactants [CH2:1]([C:3]1[CH:4]=[C:5]2[C:10](=C[C:12]=1[OH:13])[O:9][CH:8]([C:14]([F:17])([F:16])[F:15])[C:7]([C:18]([OH:20])=[O:19])=[CH:6]2)[CH3:2].S(Cl)([Cl:24])(=O)=O.Cl[CH2:27][Cl:28], predict the reaction product. The product is: [Cl:24][C:4]1[C:3]([CH2:1][CH3:2])=[C:12]([OH:13])[C:27]([Cl:28])=[C:10]2[C:5]=1[CH:6]=[C:7]([C:18]([OH:20])=[O:19])[CH:8]([C:14]([F:17])([F:16])[F:15])[O:9]2. (6) Given the reactants [Br:1][C:2]1[S:6][C:5]([CH:7]=O)=[CH:4][CH:3]=1.[NH:9]1[CH2:15][CH2:14][CH2:13][CH2:12][CH2:11][CH2:10]1.C(O[BH-](OC(=O)C)OC(=O)C)(=O)C.[Na+], predict the reaction product. The product is: [Br:1][C:2]1[S:6][C:5]([CH2:7][N:9]2[CH2:15][CH2:14][CH2:13][CH2:12][CH2:11][CH2:10]2)=[CH:4][CH:3]=1.